Predict the reaction yield, written as a fraction of the theoretical maximum amount of product (1.0 means a 100% yield; for example, 0.34 means a 34% yield). From a dataset of Reaction yield outcomes from USPTO patents with 853,638 reactions. (1) The reactants are [NH2:1][CH2:2][C:3]([NH:5][CH2:6][C:7]1([C:13]2[CH:18]=[CH:17][CH:16]=[C:15]([C:19]3[CH:20]=[N:21][N:22]([CH3:24])[CH:23]=3)[CH:14]=2)[CH2:12][CH2:11][NH:10][CH2:9][CH2:8]1)=[O:4].Cl[C:26]1[N:34]=[CH:33][N:32]=[C:31]2[C:27]=1[NH:28][CH:29]=[N:30]2.C(N(CC)CC)C. The catalyst is C(O)CCC. The product is [NH2:1][CH2:2][C:3]([NH:5][CH2:6][C:7]1([C:13]2[CH:18]=[CH:17][CH:16]=[C:15]([C:19]3[CH:20]=[N:21][N:22]([CH3:24])[CH:23]=3)[CH:14]=2)[CH2:8][CH2:9][N:10]([C:26]2[N:34]=[CH:33][N:32]=[C:31]3[C:27]=2[N:28]=[CH:29][NH:30]3)[CH2:11][CH2:12]1)=[O:4]. The yield is 0.551. (2) The reactants are [C:1]([O:9][CH:10]1[CH2:18][CH:13]2[O:14][C:15](=[O:17])[CH2:16][CH:12]2[CH:11]1[CH:19]=[CH:20][C:21](=[O:34])[CH2:22][O:23][C:24]1[CH:29]=[CH:28][CH:27]=[C:26]([C:30]([F:33])([F:32])[F:31])[CH:25]=1)(=[O:8])[C:2]1[CH:7]=[CH:6][CH:5]=[CH:4][CH:3]=1.B(Cl)([C@@H]1[C@@H](C)[C@H]2C(C)(C)[C@H](C2)C1)[C@@H]1[C@@H](C)[C@H]2C(C)(C)[C@H](C2)C1.C(=O)(O)[O-].[Na+]. The catalyst is C1COCC1. The product is [C:1]([O:9][CH:10]1[CH2:18][CH:13]2[O:14][C:15](=[O:17])[CH2:16][CH:12]2[CH:11]1[CH:19]=[CH:20][CH:21]([OH:34])[CH2:22][O:23][C:24]1[CH:29]=[CH:28][CH:27]=[C:26]([C:30]([F:33])([F:32])[F:31])[CH:25]=1)(=[O:8])[C:2]1[CH:7]=[CH:6][CH:5]=[CH:4][CH:3]=1. The yield is 0.350. (3) The reactants are Cl[C:2]1[C:3]2[CH:10]=[CH:9][N:8]([CH:11]([O:15][CH2:16][CH3:17])[O:12][CH2:13][CH3:14])[C:4]=2[N:5]=[CH:6][N:7]=1.[CH:18]1([C@@H:23]([N:27]2[CH:31]=[C:30](B3OC(C)(C)C(C)(C)O3)[CH:29]=[N:28]2)[CH2:24][C:25]#[N:26])[CH2:22][CH2:21][CH2:20][CH2:19]1.O1CCOCC1.O.C(=O)([O-])[O-].[K+].[K+]. The catalyst is C1C=CC([P]([Pd]([P](C2C=CC=CC=2)(C2C=CC=CC=2)C2C=CC=CC=2)([P](C2C=CC=CC=2)(C2C=CC=CC=2)C2C=CC=CC=2)[P](C2C=CC=CC=2)(C2C=CC=CC=2)C2C=CC=CC=2)(C2C=CC=CC=2)C2C=CC=CC=2)=CC=1. The product is [CH:18]1([C@@H:23]([N:27]2[CH:31]=[C:30]([C:2]3[C:3]4[CH:10]=[CH:9][N:8]([CH:11]([O:15][CH2:16][CH3:17])[O:12][CH2:13][CH3:14])[C:4]=4[N:5]=[CH:6][N:7]=3)[CH:29]=[N:28]2)[CH2:24][C:25]#[N:26])[CH2:22][CH2:21][CH2:20][CH2:19]1. The yield is 0.780. (4) The product is [I:1][C:2]1[C:10]2[C:5](=[CH:6][CH:7]=[C:8]([C:11]([NH:21][C@@H:19]([C:15]3[S:14][CH:18]=[CH:17][CH:16]=3)[CH3:20])=[O:13])[CH:9]=2)[NH:4][N:3]=1. The yield is 0.590. The reactants are [I:1][C:2]1[C:10]2[C:5](=[CH:6][CH:7]=[C:8]([C:11]([OH:13])=O)[CH:9]=2)[NH:4][N:3]=1.[S:14]1[CH:18]=[CH:17][CH:16]=[C:15]1[C@H:19]([NH2:21])[CH3:20].CN(C(ON1N=NC2C=CC=CC1=2)=[N+](C)C)C.[B-](F)(F)(F)F.CCN(C(C)C)C(C)C. The catalyst is CN(C=O)C. (5) The reactants are [C:1]([O:5][C:6]([NH:8][C@@H:9]([CH2:13][C:14]1[CH:19]=[CH:18][C:17]([O:20][CH2:21][C:22]2[CH:27]=[CH:26][CH:25]=[CH:24][CH:23]=2)=[C:16]([O:28][CH2:29][C:30]2[CH:35]=[CH:34][CH:33]=[CH:32][CH:31]=2)[CH:15]=1)[C:10]([OH:12])=[O:11])=[O:7])([CH3:4])([CH3:3])[CH3:2].[C:36]([O:44][CH2:45][C@H:46](O)[CH3:47])(=[O:43])[C:37]1[CH:42]=[CH:41][CH:40]=[CH:39][CH:38]=1.Cl.CN(C)CCCN=C=NCC. The catalyst is CN(C)C1C=CN=CC=1.ClCCl. The product is [C:1]([O:5][C:6]([NH:8][C@@H:9]([CH2:13][C:14]1[CH:19]=[CH:18][C:17]([O:20][CH2:21][C:22]2[CH:27]=[CH:26][CH:25]=[CH:24][CH:23]=2)=[C:16]([O:28][CH2:29][C:30]2[CH:35]=[CH:34][CH:33]=[CH:32][CH:31]=2)[CH:15]=1)[C:10]([O:12][C@H:46]([CH3:47])[CH2:45][O:44][C:36]([C:37]1[CH:42]=[CH:41][CH:40]=[CH:39][CH:38]=1)=[O:43])=[O:11])=[O:7])([CH3:4])([CH3:2])[CH3:3]. The yield is 0.450. (6) The reactants are [OH:1][C:2]1[CH:12]=[CH:11][CH:10]=[C:4]2[C:5]([O:7][C:8](=[O:9])[C:3]=12)=[O:6].[C:13](=[O:16])(O)[O-].[Na+].I[CH3:19]. The catalyst is CO.CN(C=O)C. The product is [CH3:13][O:16][C:5](=[O:6])[C:4]1[C:3](=[C:2]([OH:1])[CH:12]=[CH:11][CH:10]=1)[C:8]([O:7][CH3:19])=[O:9]. The yield is 0.770.